This data is from Catalyst prediction with 721,799 reactions and 888 catalyst types from USPTO. The task is: Predict which catalyst facilitates the given reaction. (1) Reactant: [CH3:1][C:2]1[CH:7]=[C:6]([CH3:8])[NH:5][C:4](=[O:9])[C:3]=1[CH2:10][NH:11][C:12]([C:14]1[C:15]2[CH:32]=[N:31][N:30]([CH:33]([CH3:35])[CH3:34])[C:16]=2[N:17]=[C:18]([C:20]2[CH2:21][CH2:22][N:23]([S:26]([CH3:29])(=[O:28])=[O:27])[CH2:24][CH:25]=2)[CH:19]=1)=[O:13]. Product: [CH3:1][C:2]1[CH:7]=[C:6]([CH3:8])[NH:5][C:4](=[O:9])[C:3]=1[CH2:10][NH:11][C:12]([C:14]1[C:15]2[CH:32]=[N:31][N:30]([CH:33]([CH3:35])[CH3:34])[C:16]=2[N:17]=[C:18]([CH:20]2[CH2:21][CH2:22][N:23]([S:26]([CH3:29])(=[O:28])=[O:27])[CH2:24][CH2:25]2)[CH:19]=1)=[O:13]. The catalyst class is: 50. (2) Product: [OH:12][C:11]1[C:3]([NH:2][C:24](=[O:25])[CH2:23][CH2:22][CH2:21][CH2:20][C:14]2[CH:19]=[CH:18][CH:17]=[CH:16][CH:15]=2)=[CH:4][CH:5]=[C:6]2[C:10]=1[C:9](=[O:13])[CH2:8][CH2:7]2. Reactant: Br.[NH2:2][C:3]1[C:11]([OH:12])=[C:10]2[C:6]([CH2:7][CH2:8][C:9]2=[O:13])=[CH:5][CH:4]=1.[C:14]1([CH2:20][CH2:21][CH2:22][CH2:23][C:24](O)=[O:25])[CH:19]=[CH:18][CH:17]=[CH:16][CH:15]=1.P(C#N)(OCC)(OCC)=O.C(N(CC)CC)C. The catalyst class is: 483. (3) Reactant: [Cl:1][C:2]1[N:7]=[C:6]([NH:8][CH2:9][C:10]2[N:14]3[N:15]=[C:16]([C:19]4[CH:24]=[CH:23][CH:22]=[CH:21][CH:20]=4)[CH:17]=[CH:18][C:13]3=[N:12][N:11]=2)[CH:5]=[CH:4][N:3]=1.[NH2:25][C:26]1[CH:31]=[CH:30][CH:29]=[CH:28][CH:27]=1. Product: [ClH:1].[C:26]1([NH:25][C:2]2[N:7]=[C:6]([NH:8][CH2:9][C:10]3[N:14]4[N:15]=[C:16]([C:19]5[CH:24]=[CH:23][CH:22]=[CH:21][CH:20]=5)[CH:17]=[CH:18][C:13]4=[N:12][N:11]=3)[CH:5]=[CH:4][N:3]=2)[CH:31]=[CH:30][CH:29]=[CH:28][CH:27]=1. The catalyst class is: 28. (4) Reactant: [CH3:1][N:2]([CH2:4][C:5]([OH:7])=O)[CH3:3].CN(C(ON1N=NC2C=CC=NC1=2)=[N+](C)C)C.F[P-](F)(F)(F)(F)F.[NH2:32][C@H:33]([CH2:37][C@H:38]([NH:54][C:55]([C:57]1[NH:58][N:59]=[N:60][CH:61]=1)=[O:56])[CH2:39][C:40]1[CH:45]=[CH:44][C:43]([C:46]2[CH:51]=[C:50]([Cl:52])[CH:49]=[CH:48][C:47]=2[F:53])=[CH:42][CH:41]=1)[C:34]([OH:36])=[O:35].CCN(C(C)C)C(C)C. Product: [Cl:52][C:50]1[CH:49]=[CH:48][C:47]([F:53])=[C:46]([C:43]2[CH:44]=[CH:45][C:40]([CH2:39][C@@H:38]([NH:54][C:55]([C:57]3[NH:58][N:59]=[N:60][CH:61]=3)=[O:56])[CH2:37][C@@H:33]([NH:32][C:5](=[O:7])[CH2:4][N:2]([CH3:3])[CH3:1])[C:34]([OH:36])=[O:35])=[CH:41][CH:42]=2)[CH:51]=1. The catalyst class is: 3.